Regression. Given two drug SMILES strings and cell line genomic features, predict the synergy score measuring deviation from expected non-interaction effect. From a dataset of NCI-60 drug combinations with 297,098 pairs across 59 cell lines. (1) Drug 1: CC1=CC=C(C=C1)C2=CC(=NN2C3=CC=C(C=C3)S(=O)(=O)N)C(F)(F)F. Drug 2: CNC(=O)C1=NC=CC(=C1)OC2=CC=C(C=C2)NC(=O)NC3=CC(=C(C=C3)Cl)C(F)(F)F. Cell line: NCI/ADR-RES. Synergy scores: CSS=0.277, Synergy_ZIP=-3.04, Synergy_Bliss=-8.47, Synergy_Loewe=-10.0, Synergy_HSA=-8.20. (2) Drug 1: C1=C(C(=O)NC(=O)N1)N(CCCl)CCCl. Drug 2: COC1=NC(=NC2=C1N=CN2C3C(C(C(O3)CO)O)O)N. Cell line: SK-MEL-28. Synergy scores: CSS=13.8, Synergy_ZIP=-5.91, Synergy_Bliss=-2.24, Synergy_Loewe=-9.33, Synergy_HSA=-1.25.